Dataset: HIV replication inhibition screening data with 41,000+ compounds from the AIDS Antiviral Screen. Task: Binary Classification. Given a drug SMILES string, predict its activity (active/inactive) in a high-throughput screening assay against a specified biological target. (1) The molecule is O=[PH](O)c1ccccn1. The result is 0 (inactive). (2) The result is 0 (inactive). The drug is C1CCC(NC2CCCCC2)CC1.CC(OC(C)(C)C)C(NC(=O)OC(C)(C)C)C(=O)O. (3) The molecule is COc1ccc(-c2cc(-c3ccccc3)c(C#N)c(=O)n2C2OC(COC(C)=O)C(OC(C)=O)C(OC(C)=O)C2OC(C)=O)cc1. The result is 0 (inactive). (4) The result is 0 (inactive). The molecule is N#CC1(C#N)C(c2ccccc2)C=CC12OCCCO2. (5) The molecule is CC(=O)OC1C2CCC3CC2C2(SCCS2)C31. The result is 0 (inactive). (6) The molecule is CSc1nc(-c2ccccc2)nc(N2CCOCC2)[s+]1.[IH2+]. The result is 0 (inactive). (7) The molecule is NS(=O)(=O)c1ccc(N=NC2Sc3nc4ccccc4n3C2=O)cc1. The result is 0 (inactive). (8) The molecule is CC1CC2C(=O)NC(=O)C2c2c1c1ccccc1n2C. The result is 0 (inactive). (9) The compound is COc1ccc(NC(=S)Nc2c(C)n(C)n(-c3ccccc3)c2=O)cc1. The result is 0 (inactive).